This data is from Full USPTO retrosynthesis dataset with 1.9M reactions from patents (1976-2016). The task is: Predict the reactants needed to synthesize the given product. (1) Given the product [Cl:22][C:19]1[CH:18]=[CH:17][C:16]([C:14]2[S:15][C:11]([C:9]([NH:8][CH2:7][CH:3]3[CH2:4][CH2:5][CH2:6][N:1]([C:32]4[CH:33]=[C:28]([CH:29]=[CH:30][CH:31]=4)[C:26]([O:25][CH3:24])=[O:27])[CH2:2]3)=[O:10])=[C:12]([CH3:23])[N:13]=2)=[CH:21][CH:20]=1, predict the reactants needed to synthesize it. The reactants are: [NH:1]1[CH2:6][CH2:5][CH2:4][CH:3]([CH2:7][NH:8][C:9]([C:11]2[S:15][C:14]([C:16]3[CH:21]=[CH:20][C:19]([Cl:22])=[CH:18][CH:17]=3)=[N:13][C:12]=2[CH3:23])=[O:10])[CH2:2]1.[CH3:24][O:25][C:26]([C:28]1[CH:29]=[C:30](OB(O)O)[CH:31]=[CH:32][CH:33]=1)=[O:27].C(N(CC)CC)C. (2) Given the product [CH2:11]([O:13][C:14](=[O:17])[CH2:15][O:10][C:5]1[CH:4]=[CH:3][C:2]([Cl:1])=[CH:9][C:6]=1[C:7]#[N:8])[CH3:12], predict the reactants needed to synthesize it. The reactants are: [Cl:1][C:2]1[CH:3]=[CH:4][C:5]([OH:10])=[C:6]([CH:9]=1)[C:7]#[N:8].[CH2:11]([O:13][C:14](=[O:17])[CH2:15]Br)[CH3:12].C([O-])([O-])=O.[K+].[K+]. (3) Given the product [F:26][C:23]1[CH:22]=[CH:21][C:20]([N:19]2[C:10]3=[C:11]4[C:15](=[C:6]5[N:5]([CH3:27])[CH:4]=[CH:3][C:2]([NH:1][C:38]([NH:37][C:40]6[CH:45]=[CH:44][CH:43]=[C:42]([O:46][C:47]7[CH:52]=[CH:51][CH:50]=[CH:49][CH:48]=7)[CH:41]=6)=[O:39])=[C:7]5[CH:8]=[CH:9]3)[C:14](=[O:16])[NH:13][C:12]4=[CH:17][CH2:18]2)=[CH:25][CH:24]=1, predict the reactants needed to synthesize it. The reactants are: [NH2:1][C:2]1[CH:3]=[CH:4][N:5]([CH3:27])[C:6]2[C:7]=1[CH:8]=[CH:9][C:10]1[N:19]([C:20]3[CH:25]=[CH:24][C:23]([F:26])=[CH:22][CH:21]=3)[CH2:18][CH:17]=[C:12]3[NH:13][C:14](=[O:16])[C:15]=2[C:11]=13.C(N(CC)C(C)C)(C)C.[N:37]([C:40]1[CH:45]=[CH:44][CH:43]=[C:42]([O:46][C:47]2[CH:52]=[CH:51][CH:50]=[CH:49][CH:48]=2)[CH:41]=1)=[C:38]=[O:39]. (4) Given the product [O:1]=[C:2]1[C:10](=[CH:11][C:12]2[NH:13][C:14]3[CH2:15][CH2:16][CH2:17][CH2:18][C:19]=3[C:20]=2[CH2:21][CH2:22][C:23]([NH2:28])=[O:25])[C:9]2[C:4](=[CH:5][CH:6]=[CH:7][CH:8]=2)[NH:3]1, predict the reactants needed to synthesize it. The reactants are: [O:1]=[C:2]1[C:10](=[CH:11][C:12]2[NH:13][C:14]3[CH2:15][CH2:16][CH2:17][CH2:18][C:19]=3[C:20]=2[CH2:21][CH2:22][C:23]([OH:25])=O)[C:9]2[C:4](=[CH:5][CH:6]=[CH:7][CH:8]=2)[NH:3]1.C(N1C=CN=C1)([N:28]1C=CN=C1)=O.N.O. (5) The reactants are: [F:1][C:2]([F:14])([F:13])[C:3]1[CH:8]=[CH:7][C:6]([CH2:9][C:10]([OH:12])=O)=[CH:5][CH:4]=1.C(Cl)(=O)C(Cl)=O.[NH2:21][C:22](=[N:28]O)[C:23]([O:25][CH2:26][CH3:27])=[O:24].C(N(CC)C(C)C)(C)C. Given the product [F:13][C:2]([F:1])([F:14])[C:3]1[CH:4]=[CH:5][C:6]([CH2:9][C:10]2[O:12][N:28]=[C:22]([C:23]([O:25][CH2:26][CH3:27])=[O:24])[N:21]=2)=[CH:7][CH:8]=1, predict the reactants needed to synthesize it. (6) Given the product [C:1]([S:4][CH2:5][CH:6]([CH2:10][CH:11]([CH3:13])[CH3:12])[C:7]([O:9][CH2:14][C:15]1[CH:20]=[CH:19][CH:18]=[CH:17][CH:16]=1)=[O:8])(=[O:3])[CH3:2], predict the reactants needed to synthesize it. The reactants are: [C:1]([S:4][CH2:5][CH:6]([CH2:10][CH:11]([CH3:13])[CH3:12])[C:7]([OH:9])=[O:8])(=[O:3])[CH3:2].[CH2:14](Br)[C:15]1[CH:20]=[CH:19][CH:18]=[CH:17][CH:16]=1.C1CCN2C(=NCCC2)CC1. (7) Given the product [C:21]([C:20]1[CH:19]=[C:18]([O:1][CH:2]2[CH2:3][CH2:4][N:5]([C:8]([O:10][C:11]([CH3:14])([CH3:13])[CH3:12])=[O:9])[CH2:6][CH2:7]2)[CH:25]=[CH:24][CH:23]=1)#[N:22], predict the reactants needed to synthesize it. The reactants are: [OH:1][CH:2]1[CH2:7][CH2:6][N:5]([C:8]([O:10][C:11]([CH3:14])([CH3:13])[CH3:12])=[O:9])[CH2:4][CH2:3]1.[H-].[Na+].F[C:18]1[CH:19]=[C:20]([CH:23]=[CH:24][CH:25]=1)[C:21]#[N:22]. (8) Given the product [CH3:6][O:7][C:8]1[CH:13]=[CH:12][N:11]=[C:10]2[N:14]([CH:17]([C:21]3[CH:26]=[CH:25][CH:24]=[CH:23][CH:22]=3)[CH2:18][CH2:19][NH:2][CH3:1])[CH:15]=[CH:16][C:9]=12, predict the reactants needed to synthesize it. The reactants are: [CH3:1][NH2:2].Cl.[OH-].[Na+].[CH3:6][O:7][C:8]1[CH:13]=[CH:12][N:11]=[C:10]2[N:14]([CH:17]([C:21]3[CH:26]=[CH:25][CH:24]=[CH:23][CH:22]=3)[CH2:18][CH:19]=O)[CH:15]=[CH:16][C:9]=12.O. (9) Given the product [ClH:1].[ClH:1].[Br:3][C:4]1[CH:5]=[C:6]([CH:12]([C:21]([CH2:22][CH3:23])([OH:24])[CH2:25][CH3:26])[CH2:13][N:14]2[CH2:15][CH2:16][NH:17][CH2:18][CH2:19]2)[CH:7]=[CH:8][C:9]=1[O:10][CH3:11], predict the reactants needed to synthesize it. The reactants are: [ClH:1].Cl.[Br:3][C:4]1[CH:5]=[C:6]([CH:12]([C:21]([CH2:25][CH3:26])([OH:24])[CH2:22][CH3:23])[CH2:13][N:14]2[CH2:19][CH2:18][N:17](C)[CH2:16][CH2:15]2)[CH:7]=[CH:8][C:9]=1[O:10][CH3:11].BrC1C=C(C(C(CC)(O)CC)C(N2CCN(C(OC(C)(C)C)=O)CC2)=O)C=CC=1OC.Cl. (10) Given the product [N:8]1[CH:9]=[CH:10][CH:11]=[CH:12][C:7]=1[C:4](=[O:6])[CH2:5][C:13]([C:14]1[CH:15]=[N:16][CH:17]=[CH:18][CH:19]=1)=[O:20], predict the reactants needed to synthesize it. The reactants are: C[O-].[Na+].[C:4]([C:7]1[CH:12]=[CH:11][CH:10]=[CH:9][N:8]=1)(=[O:6])[CH3:5].[C:13](OC)(=[O:20])[C:14]1[CH:19]=[CH:18][CH:17]=[N:16][CH:15]=1.